From a dataset of Catalyst prediction with 721,799 reactions and 888 catalyst types from USPTO. Predict which catalyst facilitates the given reaction. (1) Reactant: [F:1][CH:2]([F:23])[O:3][C:4]1[C:5]([OH:22])=[C:6]([C:12]2[CH:13]=[C:14]3[C:18](=[CH:19][CH:20]=2)[C:17](=[O:21])[O:16][CH2:15]3)[CH:7]=[CH:8][C:9]=1[O:10][CH3:11].C(=O)([O-])[O-].[K+].[K+].Br[CH2:31][C:32]1([CH2:36][OH:37])[CH2:35][O:34][CH2:33]1. Product: [F:23][CH:2]([F:1])[O:3][C:4]1[C:5]([O:22][CH2:31][C:32]2([CH2:36][OH:37])[CH2:35][O:34][CH2:33]2)=[C:6]([C:12]2[CH:13]=[C:14]3[C:18](=[CH:19][CH:20]=2)[C:17](=[O:21])[O:16][CH2:15]3)[CH:7]=[CH:8][C:9]=1[O:10][CH3:11]. The catalyst class is: 10. (2) Reactant: Br[C:2]1[CH:10]=[C:9]2[C:5]([CH:6]=[C:7]([C:11]([O:13][CH2:14][CH3:15])=[O:12])[NH:8]2)=[CH:4][CH:3]=1.[B:16]1([B:16]2[O:20][C:19]([CH3:22])([CH3:21])[C:18]([CH3:24])([CH3:23])[O:17]2)[O:20][C:19]([CH3:22])([CH3:21])[C:18]([CH3:24])([CH3:23])[O:17]1.CC([O-])=O.[K+].N#N. Product: [CH2:14]([O:13][C:11]([C:7]1[NH:8][C:9]2[C:5]([CH:6]=1)=[CH:4][CH:3]=[C:2]([B:16]1[O:20][C:19]([CH3:22])([CH3:21])[C:18]([CH3:24])([CH3:23])[O:17]1)[CH:10]=2)=[O:12])[CH3:15]. The catalyst class is: 438. (3) Reactant: [CH2:1]([O:3][P:4]([CH2:9][C:10]([O-:12])=[O:11])([O:6][CH2:7][CH3:8])=[O:5])[CH3:2].[H-].[Na+].[CH2:15](Br)[CH2:16][C:17]1[CH:22]=[CH:21][CH:20]=[CH:19][CH:18]=1. Product: [C:17]([O:11][C:10](=[O:12])[CH:9]([P:4]([O:3][CH2:1][CH3:2])([O:6][CH2:7][CH3:8])=[O:5])[CH2:15][CH2:16][C:17]1[CH:22]=[CH:21][CH:20]=[CH:19][CH:18]=1)([CH3:22])([CH3:18])[CH3:16]. The catalyst class is: 1. (4) Reactant: Cl[C:2]1[N:3]=[C:4]([N:21]2[CH2:26][CH2:25][O:24][CH2:23][CH2:22]2)[C:5]2[S:10][C:9]([C:11]3[CH:12]=[C:13]([CH:17]=[CH:18][CH:19]=3)[C:14]([OH:16])=[O:15])=[C:8]([CH3:20])[C:6]=2[N:7]=1.[NH2:27][C:28]1[N:33]=[CH:32][C:31](B2OC(C)(C)C(C)(C)O2)=[CH:30][N:29]=1. Product: [NH2:27][C:28]1[N:33]=[CH:32][C:31]([C:2]2[N:3]=[C:4]([N:21]3[CH2:26][CH2:25][O:24][CH2:23][CH2:22]3)[C:5]3[S:10][C:9]([C:11]4[CH:12]=[C:13]([CH:17]=[CH:18][CH:19]=4)[C:14]([OH:16])=[O:15])=[C:8]([CH3:20])[C:6]=3[N:7]=2)=[CH:30][N:29]=1. The catalyst class is: 6.